Task: Predict the reactants needed to synthesize the given product.. Dataset: Full USPTO retrosynthesis dataset with 1.9M reactions from patents (1976-2016) (1) The reactants are: [C:1]([OH:6])(=[O:5])[C:2]([CH3:4])=[CH2:3].[O:7]1[CH2:12][CH2:11][CH2:10][CH:9]=[CH:8]1. Given the product [C:1]([O:6][CH:8]1[CH2:9][CH2:10][CH2:11][CH2:12][O:7]1)(=[O:5])[C:2]([CH3:4])=[CH2:3], predict the reactants needed to synthesize it. (2) The reactants are: [CH3:1][C:2]1[N:7]=[C:6]([Cl:8])[CH:5]=[C:4]([N:9]2[CH2:14][CH2:13][O:12][CH2:11][CH2:10]2)[N:3]=1.C([Li])CCC.[CH3:20][C:21]1([O:24][CH2:23]1)[CH3:22]. Given the product [Cl:8][C:6]1[CH:5]=[C:4]([N:9]2[CH2:10][CH2:11][O:12][CH2:13][CH2:14]2)[N:3]=[C:2]([CH2:1][CH2:20][C:21]([CH3:23])([OH:24])[CH3:22])[N:7]=1, predict the reactants needed to synthesize it. (3) Given the product [NH2:8][C:7]1[C:2]([F:1])=[C:3]([C:12]([C:14]2[C:22]3[C:17](=[N:18][CH:19]=[C:20]([CH3:23])[CH:21]=3)[NH:16][CH:15]=2)=[O:13])[C:4]([F:11])=[CH:5][CH:6]=1, predict the reactants needed to synthesize it. The reactants are: [F:1][C:2]1[C:7]([N+:8]([O-])=O)=[CH:6][CH:5]=[C:4]([F:11])[C:3]=1[C:12]([C:14]1[C:22]2[C:17](=[N:18][CH:19]=[C:20]([CH3:23])[CH:21]=2)[NH:16][CH:15]=1)=[O:13].C(OCC)(=O)C.C(=O)(O)[O-]. (4) Given the product [NH2:28][C:19]1[C:18]2[C:23](=[CH:24][C:25]([N:4]3[C:5]4[CH2:6][C:7]([CH3:13])([CH3:12])[CH2:8][C:9](=[O:11])[C:10]=4[C:2]([CH3:1])=[CH:3]3)=[CH:26][C:17]=2[F:16])[N:22]=[CH:21][N:20]=1, predict the reactants needed to synthesize it. The reactants are: [CH3:1][C:2]1[C:10]2[C:9](=[O:11])[CH2:8][C:7]([CH3:13])([CH3:12])[CH2:6][C:5]=2[NH:4][CH:3]=1.[H-].[Na+].[F:16][C:17]1[CH:26]=[C:25](F)[CH:24]=[C:23]2[C:18]=1[C:19]([NH2:28])=[N:20][CH:21]=[N:22]2. (5) Given the product [C:1]([C:5]1[CH:10]=[C:9]([C:11]([CH3:14])([CH3:13])[CH3:12])[CH:8]=[C:7]([NH:15][CH3:18])[C:6]=1[OH:16])([CH3:4])([CH3:2])[CH3:3], predict the reactants needed to synthesize it. The reactants are: [C:1]([C:5]1[CH:10]=[C:9]([C:11]([CH3:14])([CH3:13])[CH3:12])[CH:8]=[C:7]([NH2:15])[C:6]=1[OH:16])([CH3:4])([CH3:3])[CH3:2].[BH3-][C:18]#N.[Na+].C=O. (6) Given the product [N:45]1[CH2:44][CH2:43][CH2:42][C:41]=1[C:38]1[CH:39]=[CH:40][C:35]([NH2:6])=[CH:36][CH:37]=1, predict the reactants needed to synthesize it. The reactants are: [Li+].C[Si]([N-:6][Si](C)(C)C)(C)C.C(Cl)(Cl)Cl.P(C(C)(C)C)(C(C)(C)C)C(C)(C)C.[H+].[B-](F)(F)(F)F.Br[C:35]1[CH:40]=[CH:39][C:38]([C:41]2[CH2:42][CH2:43][CH2:44][N:45]=2)=[CH:37][CH:36]=1. (7) The reactants are: [C:1]([OH:5])(=O)[CH:2]=[CH2:3].[Cl:6][C:7]1[CH:15]=[C:14]2[C:10]([C:11]([NH:16][CH:17]3[CH2:22][CH2:21][NH:20][CH2:19][CH2:18]3)=[N:12][NH:13]2)=[CH:9][C:8]=1[C:23]1[CH:28]=[CH:27][CH:26]=[CH:25][C:24]=1[Cl:29].C1C=CC2N(O)N=NC=2C=1.CCN=C=NCCCN(C)C. Given the product [Cl:6][C:7]1[CH:15]=[C:14]2[C:10]([C:11]([NH:16][CH:17]3[CH2:22][CH2:21][N:20]([C:1](=[O:5])[CH:2]=[CH2:3])[CH2:19][CH2:18]3)=[N:12][NH:13]2)=[CH:9][C:8]=1[C:23]1[CH:28]=[CH:27][CH:26]=[CH:25][C:24]=1[Cl:29], predict the reactants needed to synthesize it.